Dataset: Catalyst prediction with 721,799 reactions and 888 catalyst types from USPTO. Task: Predict which catalyst facilitates the given reaction. (1) Reactant: [S:1]1[C:5]2[CH:6]=[CH:7][CH:8]=[CH:9][C:4]=2[C:3]([NH:10][CH2:11][CH2:12][NH2:13])=[N:2]1.[C:14]([O:18][C:19]([N:21](C1C=CC=CC=1)[CH2:22][C:23](O)=[O:24])=[O:20])([CH3:17])([CH3:16])[CH3:15].Cl.CN(C)CCCN=C=NCC.ON1[C:49]2[CH:50]=[CH:51][CH:52]=[CH:53][C:48]=2N=N1.C(N(CC)CC)C. Product: [S:1]1[C:5]2[CH:6]=[CH:7][CH:8]=[CH:9][C:4]=2[C:3]([NH:10][CH2:11][CH2:12][NH:13][C:23](=[O:24])[C@@H:22]([NH:21][C:19](=[O:20])[O:18][C:14]([CH3:15])([CH3:16])[CH3:17])[C:48]2[CH:53]=[CH:52][CH:51]=[CH:50][CH:49]=2)=[N:2]1. The catalyst class is: 4. (2) Reactant: O=C(NCCC)C(N[C:11]([C:13]1[O:14][C:15]2[CH:21]=[CH:20][C:19]([NH:22]C(C3C(C4C=CC(C(F)(F)F)=CC=4)=CC=CC=3)=O)=[CH:18][C:16]=2[CH:17]=1)=[O:12])C1C=CC=CC=1.[H][H].C1C[O:50][CH2:49]C1. The catalyst class is: 45. Product: [CH3:49][O:50][C:11]([C:13]1[O:14][C:15]2[CH:21]=[CH:20][C:19]([NH2:22])=[CH:18][C:16]=2[CH:17]=1)=[O:12]. (3) Reactant: [CH2:1]([C:3]1[C:24]([NH:25][CH2:26][CH2:27][N:28]2[CH2:33][CH2:32][O:31][CH2:30][CH2:29]2)=[CH:23][C:6]2[C:7]([CH3:22])([CH3:21])[C:8]3[NH:9][C:10]4[C:15]([C:16]=3[C:17](=[O:18])[C:5]=2[CH:4]=1)=[CH:14][CH:13]=[C:12]([C:19]#[N:20])[CH:11]=4)[CH3:2].[C:34]([O-:37])([O-])=O.[K+].[K+]. Product: [CH2:1]([C:3]1[C:24]([NH:25][CH2:26][CH2:27][N:28]2[CH2:33][CH2:32][O:31][CH2:30][CH2:29]2)=[CH:23][C:6]2[C:7]([CH3:22])([CH3:21])[C:8]3[N:9]([CH2:26][CH2:27][N:28]4[CH2:33][CH2:34][O:37][CH2:30][CH2:29]4)[C:10]4[C:15]([C:16]=3[C:17](=[O:18])[C:5]=2[CH:4]=1)=[CH:14][CH:13]=[C:12]([C:19]#[N:20])[CH:11]=4)[CH3:2]. The catalyst class is: 39. (4) Reactant: Cl[C:2]1[C:7]([CH:8]=[O:9])=[C:6]([N:10]2[C:22](=[O:23])[C:14]3=[CH:15][N:16]4[C:21]([CH2:20][CH2:19][CH2:18][CH2:17]4)=[C:13]3[CH:12]=[N:11]2)[N:5]=[CH:4][CH:3]=1.[CH3:24][N:25]1[CH:30]=[C:29](B2OC(C)(C)C(C)(C)O2)[CH:28]=[C:27]([NH:40][C:41]2[CH:46]=[CH:45][C:44]([N:47]3[CH2:52][CH2:51][N:50]([CH:53]4[CH2:56][O:55][CH2:54]4)[CH2:49][CH2:48]3)=[CH:43][N:42]=2)[C:26]1=[O:57].C([O-])([O-])=O.[Na+].[Na+].CN(C=O)C. Product: [CH3:24][N:25]1[C:26](=[O:57])[C:27]([NH:40][C:41]2[CH:46]=[CH:45][C:44]([N:47]3[CH2:52][CH2:51][N:50]([CH:53]4[CH2:54][O:55][CH2:56]4)[CH2:49][CH2:48]3)=[CH:43][N:42]=2)=[CH:28][C:29]([C:2]2[C:7]([CH:8]=[O:9])=[C:6]([N:10]3[C:22](=[O:23])[C:14]4=[CH:15][N:16]5[C:21]([CH2:20][CH2:19][CH2:18][CH2:17]5)=[C:13]4[CH:12]=[N:11]3)[N:5]=[CH:4][CH:3]=2)=[CH:30]1. The catalyst class is: 6. (5) Reactant: [CH3:1][O:2][C:3]1[CH:4]=[CH:5][C:6]([CH3:10])=[N+:7]([O-:9])[CH:8]=1.[N+:11]([O-])([OH:13])=[O:12]. Product: [CH3:1][O:2][C:3]1[C:4]([N+:11]([O-:13])=[O:12])=[CH:5][C:6]([CH3:10])=[N+:7]([O-:9])[CH:8]=1. The catalyst class is: 52. (6) Reactant: [Cl:1][C:2]1[CH:3]=[C:4]([CH:11]=[C:12]([O:14][CH3:15])[CH:13]=1)[CH2:5]OS(C)(=O)=O.[N-:16]=[N+:17]=[N-:18].[Na+]. Product: [Cl:1][C:2]1[CH:3]=[C:4]([CH:11]=[C:12]([O:14][CH3:15])[CH:13]=1)[CH2:5][N:16]=[N+:17]=[N-:18]. The catalyst class is: 3. (7) Reactant: [CH2:1]([C:4]1[N:9]=[C:8]([C:10]2[CH:11]=[N:12][C:13]3[C:18]([CH:19]=2)=[CH:17][CH:16]=[CH:15][CH:14]=3)[NH:7][C:6](=[O:20])[CH:5]=1)[CH2:2][CH3:3].C(N(CC)CC)C.[F:28][C:29]([F:42])([F:41])[S:30](O[S:30]([C:29]([F:42])([F:41])[F:28])(=[O:32])=[O:31])(=[O:32])=[O:31]. Product: [CH2:1]([C:4]1[N:9]=[C:8]([C:10]2[CH:11]=[N:12][C:13]3[C:18]([CH:19]=2)=[CH:17][CH:16]=[CH:15][CH:14]=3)[N:7]=[C:6]([O:20][S:30]([C:29]([F:42])([F:41])[F:28])(=[O:32])=[O:31])[CH:5]=1)[CH2:2][CH3:3]. The catalyst class is: 2. (8) Reactant: [CH2:1]([O:3][C:4]([C:6]1[CH:11]=[CH:10][CH:9]=[C:8]([CH3:12])[N:7]=1)=[O:5])[CH3:2].C1C(=O)N([Br:20])C(=O)C1. Product: [CH2:1]([O:3][C:4]([C:6]1[CH:11]=[CH:10][CH:9]=[C:8]([CH2:12][Br:20])[N:7]=1)=[O:5])[CH3:2]. The catalyst class is: 340. (9) Reactant: [NH2:1][CH2:2][C@@H:3]1[C@H:7]2[O:8][C:9]([CH3:12])([CH3:11])[O:10][C@H:6]2[C@H:5]([N:13]2[C:17]3[N:18]=[CH:19][N:20]=[C:21]([NH:22][CH2:23][C:24]4[CH:29]=[CH:28][C:27]([O:30][CH3:31])=[CH:26][C:25]=4[O:32][CH3:33])[C:16]=3[CH:15]=[CH:14]2)[O:4]1.O=[C:35]1[CH2:38][CH:37]([CH2:39][C:40]([O:42][CH3:43])=[O:41])[CH2:36]1.C(O)(=O)C.C(O[BH-](OC(=O)C)OC(=O)C)(=O)C.[Na+]. Product: [CH3:33][O:32][C:25]1[CH:26]=[C:27]([O:30][CH3:31])[CH:28]=[CH:29][C:24]=1[CH2:23][NH:22][C:21]1[C:16]2[CH:15]=[CH:14][N:13]([C@H:5]3[C@@H:6]4[O:10][C:9]([CH3:12])([CH3:11])[O:8][C@@H:7]4[C@@H:3]([CH2:2][NH:1][CH:35]4[CH2:38][CH:37]([CH2:39][C:40]([O:42][CH3:43])=[O:41])[CH2:36]4)[O:4]3)[C:17]=2[N:18]=[CH:19][N:20]=1. The catalyst class is: 279. (10) Reactant: [CH3:1][C:2]1[CH:11]=[CH:10][C:9]2[C:4](=[CH:5][CH:6]=[C:7]([N+:12]([O-:14])=[O:13])[CH:8]=2)[N:3]=1.[Br:15]N1C(=O)CCC1=O. Product: [Br:15][CH2:1][C:2]1[CH:11]=[CH:10][C:9]2[C:4](=[CH:5][CH:6]=[C:7]([N+:12]([O-:14])=[O:13])[CH:8]=2)[N:3]=1. The catalyst class is: 22.